Dataset: Catalyst prediction with 721,799 reactions and 888 catalyst types from USPTO. Task: Predict which catalyst facilitates the given reaction. (1) Reactant: [CH3:1][C:2]1[CH:23]=[CH:22][CH:21]=[C:20]([CH3:24])[C:3]=1[O:4][C:5]1[CH:6]=[C:7]2[C:11](=[CH:12][CH:13]=1)[C:10](=[O:14])[N:9]([CH2:15][C:16]([OH:18])=[O:17])[C:8]2=[O:19].S(=O)(=O)(O)O.[CH3:30]O. Product: [CH3:30][O:17][C:16](=[O:18])[CH2:15][N:9]1[C:8](=[O:19])[C:7]2[C:11](=[CH:12][CH:13]=[C:5]([O:4][C:3]3[C:2]([CH3:1])=[CH:23][CH:22]=[CH:21][C:20]=3[CH3:24])[CH:6]=2)[C:10]1=[O:14]. The catalyst class is: 6. (2) Reactant: [CH2:1](I)[CH2:2][CH3:3].[Br:5][C:6]1[CH:7]=[C:8]([OH:13])[CH:9]=[C:10]([F:12])[CH:11]=1.C(=O)([O-])[O-].[Cs+].[Cs+]. Product: [Br:5][C:6]1[CH:7]=[C:8]([O:13][CH2:1][CH2:2][CH3:3])[CH:9]=[C:10]([F:12])[CH:11]=1. The catalyst class is: 9.